This data is from Forward reaction prediction with 1.9M reactions from USPTO patents (1976-2016). The task is: Predict the product of the given reaction. Given the reactants FC(F)(F)C(O)=O.[C:8]([NH:12][C:13]([C:15]1[CH:19]=[C:18]([C:20]2[CH:25]=[N:24][C:23]([NH:26]C(OC(C)(C)C)=O)=[CH:22][N:21]=2)[N:17]([C:34]2[CH:35]=[N:36][CH:37]=[CH:38][CH:39]=2)[N:16]=1)=[O:14])([CH3:11])([CH3:10])[CH3:9].C(=O)(O)[O-].[Na+].C(Cl)(Cl)Cl, predict the reaction product. The product is: [C:8]([NH:12][C:13]([C:15]1[CH:19]=[C:18]([C:20]2[CH:25]=[N:24][C:23]([NH2:26])=[CH:22][N:21]=2)[N:17]([C:34]2[CH:35]=[N:36][CH:37]=[CH:38][CH:39]=2)[N:16]=1)=[O:14])([CH3:11])([CH3:9])[CH3:10].